From a dataset of Full USPTO retrosynthesis dataset with 1.9M reactions from patents (1976-2016). Predict the reactants needed to synthesize the given product. (1) The reactants are: CON(C)[C:4]([C:6]1[N:7]=[CH:8][N:9]([C:11]2[CH:12]=[C:13]([C:17]3[CH:22]=[CH:21][CH:20]=[C:19]([F:23])[C:18]=3[O:24][CH3:25])[CH:14]=[CH:15][CH:16]=2)[CH:10]=1)=[O:5].[S:27]1[CH:31]=[CH:30][N:29]=[CH:28]1. Given the product [F:23][C:19]1[C:18]([O:24][CH3:25])=[C:17]([C:13]2[CH:14]=[CH:15][CH:16]=[C:11]([N:9]3[CH:10]=[C:6]([C:4]([C:28]4[S:27][CH:31]=[CH:30][N:29]=4)=[O:5])[N:7]=[CH:8]3)[CH:12]=2)[CH:22]=[CH:21][CH:20]=1, predict the reactants needed to synthesize it. (2) Given the product [I:1][C:2]1[CH:3]=[CH:4][C:5]2[N:6]([CH:8]=[C:9]([NH:11][C:26]([N:42]3[CH2:43][CH2:44][CH2:45][CH:41]3[C:36]3[CH:37]=[CH:38][CH:39]=[CH:40][C:35]=3[O:34][CH3:33])=[O:27])[N:10]=2)[CH:7]=1, predict the reactants needed to synthesize it. The reactants are: [I:1][C:2]1[CH:3]=[CH:4][C:5]2[N:6]([CH:8]=[C:9]([NH2:11])[N:10]=2)[CH:7]=1.CCN(C(C)C)C(C)C.C1N=CN([C:26](N2C=NC=C2)=[O:27])C=1.[CH3:33][O:34][C:35]1[CH:40]=[CH:39][CH:38]=[CH:37][C:36]=1[CH:41]1[CH2:45][CH2:44][CH2:43][NH:42]1. (3) Given the product [CH2:35]([C@@H:30]1[NH:29][CH2:19][CH:18]([CH:22]2[CH2:23][CH2:24][O:25][CH2:26][CH2:27]2)[NH:28][C:31]1=[O:32])[CH:36]([CH3:38])[CH3:37], predict the reactants needed to synthesize it. The reactants are: C([C:18]([NH2:28])([CH:22]1[CH2:27][CH2:26][O:25][CH2:24][CH2:23]1)[C:19](O)=O)(OCC1C2C(=CC=CC=2)C2C1=CC=CC=2)=O.[NH2:29][C@@H:30]([CH2:35][CH:36]([CH3:38])[CH3:37])[C:31](OC)=[O:32].C([C@@H]1NC[C@H](CC(C)C)NC1=O)C(C)C. (4) Given the product [CH2:2]([NH:4][C:5](=[O:11])[CH2:6][CH2:7][CH2:8][N:9]([CH3:10])[C:32]([C:17]1[CH:18]=[C:19]2[C:14](=[CH:15][CH:16]=1)[N:13]([CH3:12])[C:25]1[CH2:24][CH2:23][CH:22]([CH:26]3[CH2:27][CH2:28][O:29][CH2:30][CH2:31]3)[CH2:21][C:20]2=1)=[O:34])[CH3:3], predict the reactants needed to synthesize it. The reactants are: [Cl-].[CH2:2]([NH:4][C:5](=[O:11])[CH2:6][CH2:7][CH2:8][NH2+:9][CH3:10])[CH3:3].[CH3:12][N:13]1[C:25]2[CH2:24][CH2:23][CH:22]([CH:26]3[CH2:31][CH2:30][O:29][CH2:28][CH2:27]3)[CH2:21][C:20]=2[C:19]2[C:14]1=[CH:15][CH:16]=[C:17]([C:32]([OH:34])=O)[CH:18]=2.CCN(C(C)C)C(C)C.CN(C(ON1N=NC2C=CC=NC1=2)=[N+](C)C)C.F[P-](F)(F)(F)(F)F. (5) The reactants are: [C:1]([C:3]1[CH:4]=[C:5]([CH:20]=[CH:21][CH:22]=1)[CH:6]=[C:7]1[CH2:12][CH2:11][N:10](C(OC(C)(C)C)=O)[CH2:9][CH2:8]1)#[N:2].CO.[ClH:25]. Given the product [ClH:25].[C:1]([C:3]1[CH:4]=[C:5]([CH:20]=[CH:21][CH:22]=1)[CH:6]=[C:7]1[CH2:12][CH2:11][NH:10][CH2:9][CH2:8]1)#[N:2], predict the reactants needed to synthesize it.